This data is from Peptide-MHC class II binding affinity with 134,281 pairs from IEDB. The task is: Regression. Given a peptide amino acid sequence and an MHC pseudo amino acid sequence, predict their binding affinity value. This is MHC class II binding data. The peptide sequence is WLDAKSTWYGKPTGA. The MHC is HLA-DQA10501-DQB10201 with pseudo-sequence HLA-DQA10501-DQB10201. The binding affinity (normalized) is 0.